From a dataset of Peptide-MHC class II binding affinity with 134,281 pairs from IEDB. Regression. Given a peptide amino acid sequence and an MHC pseudo amino acid sequence, predict their binding affinity value. This is MHC class II binding data. (1) The peptide sequence is SGDLELSWNLNGLQAY. The binding affinity (normalized) is 0.358. The MHC is DRB1_0802 with pseudo-sequence DRB1_0802. (2) The peptide sequence is KGKDKWIELKESWGA. The MHC is DRB3_0202 with pseudo-sequence DRB3_0202. The binding affinity (normalized) is 0.104. (3) The binding affinity (normalized) is 0.386. The MHC is DRB1_0701 with pseudo-sequence DRB1_0701. The peptide sequence is EKKYFAADQFEPLAA. (4) The peptide sequence is DKWLDAKSTWYGKPT. The MHC is DRB1_1001 with pseudo-sequence DRB1_1001. The binding affinity (normalized) is 0.375. (5) The peptide sequence is REALAQTHSAIAVII. The MHC is DRB1_0401 with pseudo-sequence DRB1_0401. The binding affinity (normalized) is 0.702. (6) The peptide sequence is VLAKSPDTTCSEIEE. The MHC is HLA-DQA10101-DQB10501 with pseudo-sequence HLA-DQA10101-DQB10501. The binding affinity (normalized) is 0.0479. (7) The peptide sequence is AFKVAATAASAAPAN. The MHC is DRB1_0401 with pseudo-sequence DRB1_0401. The binding affinity (normalized) is 0.195.